Dataset: Peptide-MHC class II binding affinity with 134,281 pairs from IEDB. Task: Regression. Given a peptide amino acid sequence and an MHC pseudo amino acid sequence, predict their binding affinity value. This is MHC class II binding data. (1) The peptide sequence is AFKVAATAAVAAPAN. The MHC is DRB1_0901 with pseudo-sequence DRB1_0901. The binding affinity (normalized) is 0.831. (2) The peptide sequence is TLMGRYTHYKSRNLN. The MHC is DRB1_1501 with pseudo-sequence DRB1_1501. The binding affinity (normalized) is 0.999. (3) The peptide sequence is DKYRTFVATFGAASNKAFAE. The MHC is HLA-DPA10103-DPB10401 with pseudo-sequence HLA-DPA10103-DPB10401. The binding affinity (normalized) is 0.509. (4) The peptide sequence is KHLAVLVKYEGDTMA. The MHC is HLA-DQA10102-DQB10602 with pseudo-sequence HLA-DQA10102-DQB10602. The binding affinity (normalized) is 0.0153. (5) The peptide sequence is PEEFAVVDLSKMRAV. The MHC is DRB1_0901 with pseudo-sequence DRB1_0901. The binding affinity (normalized) is 0.575.